From a dataset of NCI-60 drug combinations with 297,098 pairs across 59 cell lines. Regression. Given two drug SMILES strings and cell line genomic features, predict the synergy score measuring deviation from expected non-interaction effect. (1) Drug 1: CC(C)(C#N)C1=CC(=CC(=C1)CN2C=NC=N2)C(C)(C)C#N. Drug 2: CC1=C2C(C(=O)C3(C(CC4C(C3C(C(C2(C)C)(CC1OC(=O)C(C(C5=CC=CC=C5)NC(=O)OC(C)(C)C)O)O)OC(=O)C6=CC=CC=C6)(CO4)OC(=O)C)O)C)O. Cell line: U251. Synergy scores: CSS=7.84, Synergy_ZIP=2.45, Synergy_Bliss=1.35, Synergy_Loewe=-1.18, Synergy_HSA=1.60. (2) Drug 1: C1=CC(=C2C(=C1NCCNCCO)C(=O)C3=C(C=CC(=C3C2=O)O)O)NCCNCCO. Cell line: MALME-3M. Synergy scores: CSS=20.4, Synergy_ZIP=-11.3, Synergy_Bliss=-4.20, Synergy_Loewe=-10.5, Synergy_HSA=-3.19. Drug 2: C1CCC(CC1)NC(=O)N(CCCl)N=O. (3) Drug 1: COC1=C(C=C2C(=C1)N=CN=C2NC3=CC(=C(C=C3)F)Cl)OCCCN4CCOCC4. Drug 2: CC1=C(N=C(N=C1N)C(CC(=O)N)NCC(C(=O)N)N)C(=O)NC(C(C2=CN=CN2)OC3C(C(C(C(O3)CO)O)O)OC4C(C(C(C(O4)CO)O)OC(=O)N)O)C(=O)NC(C)C(C(C)C(=O)NC(C(C)O)C(=O)NCCC5=NC(=CS5)C6=NC(=CS6)C(=O)NCCC[S+](C)C)O. Cell line: CCRF-CEM. Synergy scores: CSS=8.16, Synergy_ZIP=-3.12, Synergy_Bliss=3.17, Synergy_Loewe=2.46, Synergy_HSA=2.47. (4) Synergy scores: CSS=46.5, Synergy_ZIP=1.01, Synergy_Bliss=-0.0318, Synergy_Loewe=-12.1, Synergy_HSA=-1.16. Cell line: MALME-3M. Drug 1: CCCCC(=O)OCC(=O)C1(CC(C2=C(C1)C(=C3C(=C2O)C(=O)C4=C(C3=O)C=CC=C4OC)O)OC5CC(C(C(O5)C)O)NC(=O)C(F)(F)F)O. Drug 2: C1=NNC2=C1C(=O)NC=N2. (5) Drug 1: CN(CC1=CN=C2C(=N1)C(=NC(=N2)N)N)C3=CC=C(C=C3)C(=O)NC(CCC(=O)O)C(=O)O. Drug 2: C1=NNC2=C1C(=O)NC=N2. Cell line: HT29. Synergy scores: CSS=55.0, Synergy_ZIP=3.96, Synergy_Bliss=1.95, Synergy_Loewe=-27.7, Synergy_HSA=1.45. (6) Drug 1: C1=CC(=CC=C1CC(C(=O)O)N)N(CCCl)CCCl.Cl. Drug 2: C1=CC(=CC=C1C#N)C(C2=CC=C(C=C2)C#N)N3C=NC=N3. Cell line: OVCAR-4. Synergy scores: CSS=0.611, Synergy_ZIP=1.91, Synergy_Bliss=2.19, Synergy_Loewe=-0.0299, Synergy_HSA=-1.71.